From a dataset of Full USPTO retrosynthesis dataset with 1.9M reactions from patents (1976-2016). Predict the reactants needed to synthesize the given product. (1) Given the product [F:11][C:4]1[CH:5]=[C:6]([CH:9]=[CH:10][C:3]=1[CH2:2][SH:14])[C:7]#[N:8], predict the reactants needed to synthesize it. The reactants are: Br[CH2:2][C:3]1[CH:10]=[CH:9][C:6]([C:7]#[N:8])=[CH:5][C:4]=1[F:11].NC(N)=[S:14]. (2) Given the product [Cl:12][C:10]1[C:9]2[C:8](=[O:13])[CH2:7][CH2:6][CH2:5][C:4]=2[N:3]=[C:2]([C:17]2[C:18]([CH2:22][CH3:23])=[CH:19][CH:20]=[CH:21][C:16]=2[CH2:14][CH3:15])[CH:11]=1, predict the reactants needed to synthesize it. The reactants are: Cl[C:2]1[CH:11]=[C:10]([Cl:12])[C:9]2[C:8](=[O:13])[CH2:7][CH2:6][CH2:5][C:4]=2[N:3]=1.[CH2:14]([C:16]1[CH:21]=[CH:20][CH:19]=[C:18]([CH2:22][CH3:23])[C:17]=1B(O)O)[CH3:15].C([O-])([O-])=O.[Na+].[Na+]. (3) The reactants are: [Br:1][C:2]1[CH:7]=[CH:6][CH:5]=[C:4]([N+:8]([O-:10])=[O:9])[C:3]=1[OH:11].CI.[C:14](=O)([O-])[O-].[K+].[K+]. Given the product [Br:1][C:2]1[CH:7]=[CH:6][CH:5]=[C:4]([N+:8]([O-:10])=[O:9])[C:3]=1[O:11][CH3:14], predict the reactants needed to synthesize it. (4) Given the product [OH:25][C:6]1[C:5]2[C:10](=[CH:11][C:2]([C:26]3[CH:31]=[CH:30][CH:29]=[CH:28][CH:27]=3)=[CH:3][N:4]=2)[N:9]([CH3:12])[C:8](=[O:13])[C:7]=1[C:14]([NH:16][CH2:17][C:18]([OH:20])=[O:19])=[O:15], predict the reactants needed to synthesize it. The reactants are: Br[C:2]1[CH:11]=[C:10]2[C:5]([C:6]([OH:25])=[C:7]([C:14]([NH:16][CH2:17][C:18]([O:20]C(C)(C)C)=[O:19])=[O:15])[C:8](=[O:13])[N:9]2[CH3:12])=[N:4][CH:3]=1.[C:26]1(B(O)O)[CH:31]=[CH:30][CH:29]=[CH:28][CH:27]=1. (5) Given the product [F:1][C:2]1[CH:12]=[CH:11][CH:10]=[CH:9][C:3]=1[CH:4]=[CH:5][C:6]([NH:26][C@H:24]([C:20]1[CH:21]=[CH:22][CH:23]=[C:18]([C:14]2[S:13][CH:17]=[CH:16][N:15]=2)[CH:19]=1)[CH3:25])=[O:8], predict the reactants needed to synthesize it. The reactants are: [F:1][C:2]1[CH:12]=[CH:11][CH:10]=[CH:9][C:3]=1[CH:4]=[CH:5][C:6]([OH:8])=O.[S:13]1[CH:17]=[CH:16][N:15]=[C:14]1[C:18]1[CH:19]=[C:20]([C@@H:24]([NH2:26])[CH3:25])[CH:21]=[CH:22][CH:23]=1. (6) The reactants are: [CH:1]1([N:4]2[C:8](=[O:9])[N:7]([CH2:10][C:11](O)=[O:12])[N:6]=[C:5]2[C:14]2[CH:19]=[CH:18][CH:17]=[CH:16][C:15]=2[O:20][C:21]([F:24])([F:23])[F:22])[CH2:3][CH2:2]1.C(Cl)CCl.C1C=CC2N(O)N=NC=2C=1.[NH2:39][C:40]([C:45]1[CH:50]=[CH:49][CH:48]=[C:47]([C:51]([F:54])([F:53])[F:52])[CH:46]=1)([CH3:44])[C:41]([NH2:43])=[O:42]. Given the product [CH:1]1([N:4]2[C:8](=[O:9])[N:7]([CH2:10][C:11]([NH:39][C:40]([C:45]3[CH:50]=[CH:49][CH:48]=[C:47]([C:51]([F:52])([F:53])[F:54])[CH:46]=3)([CH3:44])[C:41]([NH2:43])=[O:42])=[O:12])[N:6]=[C:5]2[C:14]2[CH:19]=[CH:18][CH:17]=[CH:16][C:15]=2[O:20][C:21]([F:23])([F:24])[F:22])[CH2:3][CH2:2]1, predict the reactants needed to synthesize it. (7) Given the product [ClH:33].[ClH:33].[CH:20]12[NH:25][CH:23]([CH2:22][CH2:21]1)[CH2:24][CH:18]([NH:17][C:15]([N:12]1[CH2:13][CH2:14][C@@H:10]([NH:9][C:6]3[CH:5]=[CH:4][C:3]([C:1]#[N:2])=[CH:8][N:7]=3)[CH2:11]1)=[O:16])[CH2:19]2, predict the reactants needed to synthesize it. The reactants are: [C:1]([C:3]1[CH:4]=[CH:5][C:6]([NH:9][C@@H:10]2[CH2:14][CH2:13][N:12]([C:15]([NH:17][CH:18]3[CH2:24][CH:23]4[N:25](C(OC(C)(C)C)=O)[CH:20]([CH2:21][CH2:22]4)[CH2:19]3)=[O:16])[CH2:11]2)=[N:7][CH:8]=1)#[N:2].[ClH:33].O1CCOCC1.